This data is from Full USPTO retrosynthesis dataset with 1.9M reactions from patents (1976-2016). The task is: Predict the reactants needed to synthesize the given product. (1) Given the product [C:13]([O:17][C:18]([C:20]1[C:21]([C:26]2[CH:31]=[CH:30][C:29]([CH2:32][N:9]3[C:8]([CH:10]=[O:11])=[C:7]([Cl:12])[N:6]=[C:5]3[CH2:1][CH2:2][CH2:3][CH3:4])=[CH:28][CH:27]=2)=[CH:22][CH:23]=[CH:24][CH:25]=1)=[O:19])([CH3:16])([CH3:15])[CH3:14], predict the reactants needed to synthesize it. The reactants are: [CH2:1]([C:5]1[NH:9][C:8]([CH:10]=[O:11])=[C:7]([Cl:12])[N:6]=1)[CH2:2][CH2:3][CH3:4].[C:13]([O:17][C:18]([C:20]1[C:21]([C:26]2[CH:31]=[CH:30][C:29]([CH2:32]Br)=[CH:28][CH:27]=2)=[CH:22][CH:23]=[CH:24][CH:25]=1)=[O:19])([CH3:16])([CH3:15])[CH3:14].C([O-])([O-])=O.[K+].[K+]. (2) Given the product [CH3:1][O:2][C:3](=[O:16])[C@@H:4]([NH:8][C:9]([O:11][C:12]([CH3:15])([CH3:14])[CH3:13])=[O:10])[CH2:5][CH2:6][N:21]([CH2:20][CH2:19][O:18][CH3:17])[CH3:22], predict the reactants needed to synthesize it. The reactants are: [CH3:1][O:2][C:3](=[O:16])[C@@H:4]([NH:8][C:9]([O:11][C:12]([CH3:15])([CH3:14])[CH3:13])=[O:10])[CH2:5][CH2:6]I.[CH3:17][O:18][CH2:19][CH2:20][NH:21][CH3:22].C(N(CC)CC)C. (3) Given the product [F:30][C:27]1[CH:26]=[CH:25][C:24]([C:13](=[C:14]2[CH2:15][C:16]([CH3:22])([CH3:23])[CH2:17][C:18]([CH3:20])([CH3:21])[CH2:19]2)[C:10]2[CH:9]=[CH:8][C:7]([C:40]3[O:39][CH:43]=[CH:42][CH:41]=3)=[CH:12][CH:11]=2)=[CH:29][CH:28]=1, predict the reactants needed to synthesize it. The reactants are: FC(F)(F)S(O[C:7]1[CH:12]=[CH:11][C:10]([C:13]([C:24]2[CH:29]=[CH:28][C:27]([F:30])=[CH:26][CH:25]=2)=[C:14]2[CH2:19][C:18]([CH3:21])([CH3:20])[CH2:17][C:16]([CH3:23])([CH3:22])[CH2:15]2)=[CH:9][CH:8]=1)(=O)=O.C([O-])([O-])=O.[Na+].[Na+].[O:39]1[CH:43]=[CH:42][CH:41]=[C:40]1B(O)O.